This data is from Reaction yield outcomes from USPTO patents with 853,638 reactions. The task is: Predict the reaction yield, written as a fraction of the theoretical maximum amount of product (1.0 means a 100% yield; for example, 0.34 means a 34% yield). The reactants are [NH2:1][CH2:2][C:3]1[CH:8]=[C:7]([CH3:9])[N:6]=[C:5]([CH3:10])[CH:4]=1.[Br:11][C:12]1[S:16][C:15]([S:17](Cl)(=[O:19])=[O:18])=[CH:14][CH:13]=1.C(N(CC)CC)C. The catalyst is C1COCC1. The product is [CH3:10][C:5]1[CH:4]=[C:3]([CH2:2][NH:1][S:17]([C:15]2[S:16][C:12]([Br:11])=[CH:13][CH:14]=2)(=[O:19])=[O:18])[CH:8]=[C:7]([CH3:9])[N:6]=1. The yield is 0.520.